This data is from Forward reaction prediction with 1.9M reactions from USPTO patents (1976-2016). The task is: Predict the product of the given reaction. (1) Given the reactants [C:1](Cl)(Cl)=[O:2].[NH2:5][C:6]1[CH:14]=[CH:13][CH:12]=[C:11]([O:15][CH3:16])[C:7]=1[C:8]([OH:10])=[O:9].[OH-].[Na+], predict the reaction product. The product is: [CH3:16][O:15][C:11]1[C:7]2[C:8](=[O:10])[O:9][C:1](=[O:2])[NH:5][C:6]=2[CH:14]=[CH:13][CH:12]=1. (2) Given the reactants C1[N:5]=[C:4]([NH2:6])[S:3]C=1.[CH2:7](N(CC)CC)[CH3:8].CN([P+](O[N:25]1[N:33]=[N:32][C:27]2[CH:28]=[CH:29][CH:30]=[CH:31][C:26]1=2)(N(C)C)N(C)C)C.F[P-](F)(F)(F)(F)F.[C:41]([OH:45])(=O)[CH2:42][CH3:43].[C:46]([O:49][CH2:50][CH3:51])(=O)C, predict the reaction product. The product is: [N:32]([CH2:27][CH2:28][C:29]1[S:3][C:4]([NH:6][C:41](=[O:45])[CH2:42][CH3:43])=[N:5][C:30]=1[C:31]1[CH:26]=[CH:51][C:50]([O:49][CH3:46])=[CH:8][CH:7]=1)=[N+:33]=[N-:25]. (3) The product is: [CH3:6][N:7]1[C:16]2[NH:15][C:14]3[CH:17]=[C:18]([CH3:21])[CH:19]=[CH:20][C:13]=3[N:12]([C:22]([C:24]3[CH:29]=[CH:28][C:27]([CH2:30][CH2:31][C:32]([N:34]4[CH2:39][CH2:38][N:37]([S:2]([CH3:1])(=[O:4])=[O:3])[CH2:36][CH2:35]4)=[O:33])=[C:26]([CH3:40])[CH:25]=3)=[O:23])[CH2:11][C:10]=2[CH:9]=[N:8]1. Given the reactants [CH3:1][S:2](Cl)(=[O:4])=[O:3].[CH3:6][N:7]1[C:16]2[NH:15][C:14]3[CH:17]=[C:18]([CH3:21])[CH:19]=[CH:20][C:13]=3[N:12]([C:22]([C:24]3[CH:29]=[CH:28][C:27]([CH2:30][CH2:31][C:32]([N:34]4[CH2:39][CH2:38][NH:37][CH2:36][CH2:35]4)=[O:33])=[C:26]([CH3:40])[CH:25]=3)=[O:23])[CH2:11][C:10]=2[CH:9]=[N:8]1, predict the reaction product. (4) The product is: [Br:1][C:2]1[C:14]([O:15][CH3:16])=[CH:13][C:12]2[C:11]3[C:6](=[CH:7][C:8]([Br:17])=[CH:9][CH:10]=3)[C:5]([CH2:25][CH2:26][CH3:27])([CH2:20][CH2:19][CH3:22])[C:4]=2[CH:3]=1. Given the reactants [Br:1][C:2]1[C:14]([O:15][CH3:16])=[CH:13][C:12]2[C:11]3[C:6](=[CH:7][C:8]([Br:17])=[CH:9][CH:10]=3)[CH2:5][C:4]=2[CH:3]=1.C[C:19]([CH3:22])([O-])[CH3:20].[K+].Br[CH2:25][CH2:26][CH3:27].Cl, predict the reaction product. (5) Given the reactants [NH2:1][C:2]1[CH:3]=[C:4]([CH3:24])[C:5]([C:8]2[CH:23]=[CH:22][C:11]([C:12]([NH:14][C:15]3[CH:20]=[CH:19][CH:18]=[CH:17][C:16]=3[NH2:21])=[O:13])=[CH:10][CH:9]=2)=[N:6][CH:7]=1.N1[CH:30]=[CH:29][CH:28]=CC=1.[Br:31][CH2:32][CH2:33][C:34](Cl)=[O:35].[C:37](=[O:40])(O)[O-:38].[Na+].Cl[CH2:43]Cl, predict the reaction product. The product is: [Br:31][CH2:32][CH2:33][C:34]([NH:1][C:2]1[CH:3]=[C:4]([CH3:24])[C:5]([C:8]2[CH:23]=[CH:22][C:11]([C:12]([NH:14][C:15]3[CH:20]=[CH:19][CH:18]=[CH:17][C:16]=3[NH:21][C:37](=[O:40])[O:38][C:29]([CH3:28])([CH3:30])[CH3:43])=[O:13])=[CH:10][CH:9]=2)=[N:6][CH:7]=1)=[O:35]. (6) Given the reactants [Br:1][C:2]1[CH:7]=[CH:6][C:5]([C:8]2(C(O)=O)[CH2:11][CH2:10][CH2:9]2)=[CH:4][CH:3]=1.[CH3:15][C:16]([O:19][C:20]([O:22]C(OC(C)(C)C)=O)=O)([CH3:18])[CH3:17].[N-:30]=[N+]=[N-].[Na+].C(=O)(O)[O-].[Na+], predict the reaction product. The product is: [C:16]([O:19][C:20](=[O:22])[NH:30][C:8]1([C:5]2[CH:4]=[CH:3][C:2]([Br:1])=[CH:7][CH:6]=2)[CH2:9][CH2:10][CH2:11]1)([CH3:18])([CH3:17])[CH3:15]. (7) Given the reactants Br[C:2]1[C:10]2[N:9]3[CH2:11][CH2:12][NH:13][C:14](=[O:15])[C:8]3=[C:7]([CH3:16])[C:6]=2[CH:5]=[C:4]([C:17]#[N:18])[CH:3]=1.[NH:19]1[CH2:24][CH2:23][O:22][CH2:21][CH2:20]1, predict the reaction product. The product is: [CH3:16][C:7]1[C:6]2[CH:5]=[C:4]([C:17]#[N:18])[CH:3]=[C:2]([N:19]3[CH2:24][CH2:23][O:22][CH2:21][CH2:20]3)[C:10]=2[N:9]2[CH2:11][CH2:12][NH:13][C:14](=[O:15])[C:8]=12. (8) Given the reactants N1C=CN=C1.[NH2:6][C:7]1[CH:12]=[CH:11][C:10]([CH2:13][CH2:14][CH2:15][OH:16])=[CH:9][CH:8]=1.[C:17]([Si:21](Cl)([CH3:23])[CH3:22])([CH3:20])([CH3:19])[CH3:18], predict the reaction product. The product is: [Si:21]([O:16][CH2:15][CH2:14][CH2:13][C:10]1[CH:9]=[CH:8][C:7]([NH2:6])=[CH:12][CH:11]=1)([C:17]([CH3:20])([CH3:19])[CH3:18])([CH3:23])[CH3:22]. (9) Given the reactants Cl.[CH:2]1([N:5]([CH:19]2[CH2:24][CH2:23][NH:22][CH2:21][CH2:20]2)[C:6](=[O:18])[C:7]2[CH:12]=[CH:11][C:10]([C:13]3[O:17][CH:16]=[N:15][CH:14]=3)=[CH:9][CH:8]=2)[CH2:4][CH2:3]1.C(N(C(C)C)C(C)C)C.Cl[C:35]1[N:40]=[CH:39][C:38]([CH2:41][CH3:42])=[CH:37][N:36]=1, predict the reaction product. The product is: [CH:2]1([N:5]([CH:19]2[CH2:24][CH2:23][N:22]([C:35]3[N:40]=[CH:39][C:38]([CH2:41][CH3:42])=[CH:37][N:36]=3)[CH2:21][CH2:20]2)[C:6](=[O:18])[C:7]2[CH:8]=[CH:9][C:10]([C:13]3[O:17][CH:16]=[N:15][CH:14]=3)=[CH:11][CH:12]=2)[CH2:4][CH2:3]1. (10) Given the reactants Cl[C:2]1[C:7]([CH2:8][O:9][CH:10]2[CH2:15][CH2:14][CH2:13][CH2:12][O:11]2)=[C:6]([Cl:16])[CH:5]=[CH:4][N:3]=1.CC1C=CN=C(C=C)C=1[CH2:26][O:27]C1CCCCO1.CC1C=CN=C(CO)C=1COC1CCCCO1, predict the reaction product. The product is: [Cl:16][C:6]1[CH:5]=[CH:4][N:3]=[C:2]([CH2:26][OH:27])[C:7]=1[CH2:8][O:9][CH:10]1[CH2:15][CH2:14][CH2:13][CH2:12][O:11]1.